From a dataset of Forward reaction prediction with 1.9M reactions from USPTO patents (1976-2016). Predict the product of the given reaction. (1) Given the reactants [Cl:1][C:2]1[CH:18]=[C:17]([Cl:19])[CH:16]=[CH:15][C:3]=1[CH2:4][NH:5][C:6]([N:8]1[CH2:14][CH:13]2[CH:10]([CH2:11][NH:12]2)[CH2:9]1)=[O:7].C(N(CC)CC)C.N1C=CC=CC=1.[C:33]1([S:39](Cl)(=[O:41])=[O:40])[CH:38]=[CH:37][CH:36]=[CH:35][CH:34]=1, predict the reaction product. The product is: [Cl:1][C:2]1[CH:18]=[C:17]([Cl:19])[CH:16]=[CH:15][C:3]=1[CH2:4][NH:5][C:6]([N:8]1[CH2:14][CH:13]2[CH:10]([CH2:11][N:12]2[S:39]([C:33]2[CH:38]=[CH:37][CH:36]=[CH:35][CH:34]=2)(=[O:41])=[O:40])[CH2:9]1)=[O:7]. (2) The product is: [C:8]([C:10]1[CH:22]=[CH:21][C:13]([C:14]([OH:16])=[O:15])=[C:12]([C:23]([F:24])([F:25])[F:26])[CH:11]=1)#[N:9]. Given the reactants FC(F)(F)C(O)=O.[C:8]([C:10]1[CH:22]=[CH:21][C:13]([C:14]([O:16]C(C)(C)C)=[O:15])=[C:12]([C:23]([F:26])([F:25])[F:24])[CH:11]=1)#[N:9], predict the reaction product. (3) Given the reactants [N+:1]([C:4]1[C:13]2[C:8](=[CH:9][CH:10]=[CH:11][CH:12]=2)[C:7]([O:14][CH2:15][CH2:16][C:17]2[CH:22]=[CH:21][N:20]=[CH:19][C:18]=2[NH2:23])=[CH:6][CH:5]=1)([O-])=O.CCOC(C)=O.C(Cl)Cl.[H][H], predict the reaction product. The product is: [NH2:1][C:4]1[C:13]2[C:8](=[CH:9][CH:10]=[CH:11][CH:12]=2)[C:7]([O:14][CH2:15][CH2:16][C:17]2[CH:22]=[CH:21][N:20]=[CH:19][C:18]=2[NH2:23])=[CH:6][CH:5]=1. (4) The product is: [ClH:22].[CH3:1][O:2][C:3](=[O:13])[CH2:4][C:5]1[CH:10]=[CH:9][CH:8]=[C:7]([CH2:11][NH2:12])[CH:6]=1. Given the reactants [CH3:1][O:2][C:3](=[O:13])[CH2:4][C:5]1[CH:10]=[CH:9][CH:8]=[C:7]([C:11]#[N:12])[CH:6]=1.O1CCOCC1.[H][H].[ClH:22], predict the reaction product.